Dataset: Full USPTO retrosynthesis dataset with 1.9M reactions from patents (1976-2016). Task: Predict the reactants needed to synthesize the given product. (1) Given the product [CH:1]1([N:5]2[CH2:10][CH2:9][CH:8]([O:11][C:12]3[CH:17]=[CH:16][C:15]([N:20]4[CH:24]=[CH:23][C:22]([C:25]([O:27][CH3:28])=[O:26])=[CH:21]4)=[CH:14][CH:13]=3)[CH2:7][CH2:6]2)[CH2:4][CH2:3][CH2:2]1, predict the reactants needed to synthesize it. The reactants are: [CH:1]1([N:5]2[CH2:10][CH2:9][CH:8]([O:11][C:12]3[CH:17]=[CH:16][C:15](I)=[CH:14][CH:13]=3)[CH2:7][CH2:6]2)[CH2:4][CH2:3][CH2:2]1.C[N:20]1[CH:24]=[CH:23][C:22]([C:25]([OH:27])=[O:26])=[CH:21]1.[CH3:28]NCCNC.C(=O)([O-])[O-].[Cs+].[Cs+]. (2) Given the product [C:1]([O:5][C:6]([NH:8][CH2:9][CH2:10][CH2:11][O:12][C:13]1[CH:14]=[CH:15][C:16]([N+:23]([O-:25])=[O:24])=[C:17]([C:19](=[O:22])[CH:20]=[CH2:21])[CH:18]=1)=[O:7])([CH3:2])([CH3:3])[CH3:4], predict the reactants needed to synthesize it. The reactants are: [C:1]([O:5][C:6]([NH:8][CH2:9][CH2:10][CH2:11][O:12][C:13]1[CH:14]=[CH:15][C:16]([N+:23]([O-:25])=[O:24])=[C:17]([CH:19]([OH:22])[CH:20]=[CH2:21])[CH:18]=1)=[O:7])([CH3:4])([CH3:3])[CH3:2]. (3) Given the product [NH2:23][CH2:24][C:25]([NH:1][CH2:2][C@H:3]1[CH2:8][CH2:7][CH2:6][N:5]([CH2:9][CH:10]2[CH2:15][CH2:14][CH2:13][CH2:12][CH2:11]2)[CH2:4]1)=[O:26], predict the reactants needed to synthesize it. The reactants are: [NH2:1][CH2:2][C@H:3]1[CH2:8][CH2:7][CH2:6][N:5]([CH2:9][CH:10]2[CH2:15][CH2:14][CH2:13][CH2:12][CH2:11]2)[CH2:4]1.C(OC([NH:23][CH2:24][C:25](O)=[O:26])=O)(C)(C)C. (4) The reactants are: Br[CH2:2][CH2:3][C:4]1[C:12]2[C:7](=[CH:8][CH:9]=[C:10]([C:13]#[N:14])[CH:11]=2)[NH:6][C:5]=1[Si:15]([CH2:20][CH3:21])([CH2:18][CH3:19])[CH2:16][CH3:17].[N-:22]=[N+:23]=[N-:24].[Na+]. Given the product [N:22]([CH2:2][CH2:3][C:4]1[C:12]2[C:7](=[CH:8][CH:9]=[C:10]([C:13]#[N:14])[CH:11]=2)[NH:6][C:5]=1[Si:15]([CH2:20][CH3:21])([CH2:18][CH3:19])[CH2:16][CH3:17])=[N+:23]=[N-:24], predict the reactants needed to synthesize it. (5) Given the product [Br:10][C:11]1[CH:19]=[CH:18][C:17]([Cl:20])=[CH:16][C:12]=1[C:13]([N:22]([O:23][CH3:24])[CH3:21])=[O:14], predict the reactants needed to synthesize it. The reactants are: C(N(CC)C(C)C)(C)C.[Br:10][C:11]1[CH:19]=[CH:18][C:17]([Cl:20])=[CH:16][C:12]=1[C:13](O)=[O:14].[CH3:21][NH:22][O:23][CH3:24].Cl.F[P-](F)(F)(F)(F)F.N1(OC(N(C)C)=[N+](C)C)C2N=CC=CC=2N=N1. (6) Given the product [F:11][C:5]1[CH:6]=[C:7]([O:10][CH2:15][C:16]2[N:17]=[C:18]([CH3:21])[S:19][CH:20]=2)[CH:8]=[CH:9][C:4]=1[C:3]([N:22]1[CH2:26][CH2:25][CH2:24][C@H:23]1[CH2:27][N:28]1[CH2:32][CH2:31][CH2:30][CH2:29]1)=[O:12], predict the reactants needed to synthesize it. The reactants are: CO[C:3](=[O:12])[C:4]1[CH:9]=[CH:8][C:7]([OH:10])=[CH:6][C:5]=1[F:11].Cl.Cl[CH2:15][C:16]1[N:17]=[C:18]([CH3:21])[S:19][CH:20]=1.[NH:22]1[CH2:26][CH2:25][CH2:24][C@H:23]1[CH2:27][N:28]1[CH2:32][CH2:31][CH2:30][CH2:29]1. (7) The reactants are: [CH:1]1([N:7]([C:23]([N:25]([CH2:28][CH3:29])[CH2:26][CH3:27])=[O:24])[CH:8]2[CH2:14][CH:13]3[N:15](C(OC(C)(C)C)=O)[CH:10]([CH2:11][CH2:12]3)[CH2:9]2)[CH2:6][CH2:5][CH2:4][CH2:3][CH2:2]1.C(NC(NCC)=O)C. Given the product [CH:10]12[NH:15][CH:13]([CH2:12][CH2:11]1)[CH2:14][CH:8]([N:7]([CH:1]1[CH2:2][CH2:3][CH2:4][CH2:5][CH2:6]1)[C:23]([N:25]([CH2:26][CH3:27])[CH2:28][CH3:29])=[O:24])[CH2:9]2, predict the reactants needed to synthesize it. (8) Given the product [F:1][C:2]1[CH:3]=[C:4]2[C:9](=[CH:10][CH:11]=1)[N:8]([C@H:12]([CH3:31])[C:13]([N:15]1[CH2:16][CH2:17][N:18]([C:21]3[CH:26]=[CH:25][C:24]([S:27]([NH:30][C:40](=[O:41])[O:42][CH3:43])(=[O:28])=[O:29])=[CH:23][CH:22]=3)[CH2:19][CH2:20]1)=[O:14])[CH2:7][CH2:6][CH2:5]2, predict the reactants needed to synthesize it. The reactants are: [F:1][C:2]1[CH:3]=[C:4]2[C:9](=[CH:10][CH:11]=1)[N:8]([C@H:12]([CH3:31])[C:13]([N:15]1[CH2:20][CH2:19][N:18]([C:21]3[CH:26]=[CH:25][C:24]([S:27]([NH2:30])(=[O:29])=[O:28])=[CH:23][CH:22]=3)[CH2:17][CH2:16]1)=[O:14])[CH2:7][CH2:6][CH2:5]2.C(N(CC)CC)C.Cl[C:40]([O:42][CH3:43])=[O:41].C(#N)C. (9) Given the product [C:14]([C:2]1[C:11]2[C:6](=[CH:7][CH:8]=[CH:9][CH:10]=2)[C:5]([OH:12])=[N:4][CH:3]=1)#[N:15], predict the reactants needed to synthesize it. The reactants are: Br[C:2]1[C:11]2[C:6](=[CH:7][CH:8]=[CH:9][CH:10]=2)[C:5]([OH:12])=[N:4][CH:3]=1.[Cu](C#N)[C:14]#[N:15].[C-]#N.[Na+].